Dataset: Catalyst prediction with 721,799 reactions and 888 catalyst types from USPTO. Task: Predict which catalyst facilitates the given reaction. (1) Reactant: [C:1]([C:3]1([NH:6][C:7](=[O:35])[C@@H:8]([NH:22][C@@H:23]([C:28]2[CH:33]=[CH:32][C:31]([F:34])=[CH:30][CH:29]=2)[C:24]([F:27])([F:26])[F:25])[CH2:9][S:10][CH2:11][C:12]2[CH:13]=[N:14][CH:15]=[CH:16][C:17]=2[C:18]([F:21])([F:20])[F:19])[CH2:5][CH2:4]1)#[N:2].[OH:36]OS([O-])=O.[K+].[OH2:42]. Product: [C:1]([C:3]1([NH:6][C:7](=[O:35])[C@@H:8]([NH:22][C@@H:23]([C:28]2[CH:33]=[CH:32][C:31]([F:34])=[CH:30][CH:29]=2)[C:24]([F:26])([F:27])[F:25])[CH2:9][S:10]([CH2:11][C:12]2[CH:13]=[N:14][CH:15]=[CH:16][C:17]=2[C:18]([F:20])([F:21])[F:19])(=[O:36])=[O:42])[CH2:5][CH2:4]1)#[N:2]. The catalyst class is: 5. (2) Reactant: [CH3:1][Si:2]([CH3:30])([CH3:29])[CH2:3][CH2:4][O:5][CH2:6][N:7]1[C:11]2[N:12]=[CH:13][N:14]=[C:15]([C:16]3[CH:17]=[N:18][N:19]([C@@H:21]4[CH2:26][CH2:25][C@H:24]([CH2:27][OH:28])[CH2:23][CH2:22]4)[CH:20]=3)[C:10]=2[CH:9]=[CH:8]1.[CH3:31][S:32](Cl)(=[O:34])=[O:33]. Product: [CH3:31][S:32]([O:28][CH2:27][C@H:24]1[CH2:23][CH2:22][C@@H:21]([N:19]2[CH:20]=[C:16]([C:15]3[C:10]4[CH:9]=[CH:8][N:7]([CH2:6][O:5][CH2:4][CH2:3][Si:2]([CH3:30])([CH3:29])[CH3:1])[C:11]=4[N:12]=[CH:13][N:14]=3)[CH:17]=[N:18]2)[CH2:26][CH2:25]1)(=[O:34])=[O:33]. The catalyst class is: 22. (3) Reactant: C([Li])CCC.[Br-].[N:7]1[N:11]2[C:12]3[C:17]([CH2:18][CH2:19][C:10]2=[CH:9][C:8]=1[CH2:20][P+](C1C=CC=CC=1)(C1C=CC=CC=1)C1C=CC=CC=1)=[CH:16][CH:15]=[CH:14][CH:13]=3.[N:40]1[N:44]2[C:45]3[C:50]([CH2:51][CH2:52][C:43]2=[CH:42][C:41]=1[CH:53]=O)=[CH:49][CH:48]=[CH:47][CH:46]=3.O. Product: [N:40]1[N:44]2[C:45]3[C:50]([CH2:51][CH2:52][C:43]2=[CH:42][C:41]=1[CH2:53][CH2:20][C:8]1[CH:9]=[C:10]2[CH2:19][CH2:18][C:17]4[C:12]([N:11]2[N:7]=1)=[CH:13][CH:14]=[CH:15][CH:16]=4)=[CH:49][CH:48]=[CH:47][CH:46]=3. The catalyst class is: 56. (4) Reactant: C[O:2][C:3]([C:5]1[C:9]([Cl:10])=[CH:8][N:7]([CH:11]([F:13])[F:12])[N:6]=1)=[O:4].[OH-].[Li+].O.CO. Product: [Cl:10][C:9]1[C:5]([C:3]([OH:4])=[O:2])=[N:6][N:7]([CH:11]([F:12])[F:13])[CH:8]=1. The catalyst class is: 7. (5) Reactant: [CH3:1][C:2]1([CH2:7][CH2:8][C:9]([NH:11][C:12]2[CH:13]=[N:14][C:15]3[C:20]([C:21]=2[NH:22][NH:23]C(OC(C)(C)C)=O)=[CH:19][CH:18]=[CH:17][CH:16]=3)=O)OCCO1.C1(C)C=CC(S([O-])(=O)=O)=CC=1.[NH+]1C=CC=CC=1.Cl.[OH-].[Na+]. Product: [CH3:1][C:2]1[CH2:7][CH2:8][C:9]2=[N:11][C:12]3[CH:13]=[N:14][C:15]4[C:20]([C:21]=3[N:22]2[N:23]=1)=[CH:19][CH:18]=[CH:17][CH:16]=4. The catalyst class is: 729. (6) The catalyst class is: 1. Product: [CH2:5]([S:7][C:8]1[CH:26]=[CH:25][CH:24]=[CH:23][C:9]=1[C:10]([N:12]([CH3:27])[C:13]1[CH:18]=[CH:17][C:16]([C:19]([F:20])([F:22])[F:21])=[CH:15][N:14]=1)=[O:11])[CH3:6]. Reactant: [H-].[Na+].CI.[CH2:5]([S:7][C:8]1[CH:26]=[CH:25][CH:24]=[CH:23][C:9]=1[C:10]([NH:12][C:13]1[CH:18]=[CH:17][C:16]([C:19]([F:22])([F:21])[F:20])=[CH:15][N:14]=1)=[O:11])[CH3:6].[C:27](=O)(O)[O-].[Na+]. (7) Reactant: [C:1]([O:5][C:6]([N:8]1[C@H:13]([C:14]([OH:16])=[O:15])[CH2:12][C@@H:11]2[C@H:9]1[CH2:10]2)=[O:7])([CH3:4])([CH3:3])[CH3:2].C([O-])([O-])=O.[Cs+].[Cs+].[CH2:23](Br)[C:24]1[CH:29]=[CH:28][CH:27]=[CH:26][CH:25]=1. Product: [C:1]([O:5][C:6]([N:8]1[C@H:13]([C:14]([O:16][CH2:23][C:24]2[CH:29]=[CH:28][CH:27]=[CH:26][CH:25]=2)=[O:15])[CH2:12][C@@H:11]2[C@H:9]1[CH2:10]2)=[O:7])([CH3:4])([CH3:2])[CH3:3]. The catalyst class is: 3. (8) Product: [Br:1][C:2]1[CH:3]=[C:4]([C:5]([N:12]2[CH2:17][CH2:16][O:15][CH2:14][CH2:13]2)=[O:7])[CH:8]=[CH:9][C:10]=1[CH3:11]. Reactant: [Br:1][C:2]1[CH:3]=[C:4]([CH:8]=[CH:9][C:10]=1[CH3:11])[C:5]([OH:7])=O.[NH:12]1[CH2:17][CH2:16][O:15][CH2:14][CH2:13]1.[Cl-].[NH4+]. The catalyst class is: 4. (9) Reactant: [I:1][C:2]1[N:3]=[CH:4][NH:5][CH:6]=1.[C:7]1([C:13](Cl)([C:20]2[CH:25]=[CH:24][CH:23]=[CH:22][CH:21]=2)[C:14]2[CH:19]=[CH:18][CH:17]=[CH:16][CH:15]=2)[CH:12]=[CH:11][CH:10]=[CH:9][CH:8]=1.C(OCC)C. Product: [I:1][C:2]1[N:3]=[CH:4][N:5]([C:13]([C:7]2[CH:12]=[CH:11][CH:10]=[CH:9][CH:8]=2)([C:20]2[CH:21]=[CH:22][CH:23]=[CH:24][CH:25]=2)[C:14]2[CH:15]=[CH:16][CH:17]=[CH:18][CH:19]=2)[CH:6]=1. The catalyst class is: 3.